This data is from Peptide-MHC class II binding affinity with 134,281 pairs from IEDB. The task is: Regression. Given a peptide amino acid sequence and an MHC pseudo amino acid sequence, predict their binding affinity value. This is MHC class II binding data. (1) The peptide sequence is GLHFHEMNNGGDAMY. The MHC is HLA-DQA10601-DQB10402 with pseudo-sequence HLA-DQA10601-DQB10402. The binding affinity (normalized) is 0.234. (2) The peptide sequence is RIIAGTLEVHAVKPA. The MHC is DRB3_0101 with pseudo-sequence DRB3_0101. The binding affinity (normalized) is 0. (3) The peptide sequence is AFMLAWNYGVPRVMS. The MHC is HLA-DQA10501-DQB10301 with pseudo-sequence HLA-DQA10501-DQB10301. The binding affinity (normalized) is 0.801. (4) The peptide sequence is VDKFLANVSTVLTGK. The MHC is DRB1_1101 with pseudo-sequence DRB1_1101. The binding affinity (normalized) is 0.586. (5) The peptide sequence is EKWYFAATQFEPLAA. The MHC is HLA-DPA10301-DPB10402 with pseudo-sequence HLA-DPA10301-DPB10402. The binding affinity (normalized) is 0.858. (6) The peptide sequence is WLDAKSTWYGKPTGA. The MHC is DRB1_1101 with pseudo-sequence DRB1_1101. The binding affinity (normalized) is 0.0280.